Predict which catalyst facilitates the given reaction. From a dataset of Catalyst prediction with 721,799 reactions and 888 catalyst types from USPTO. (1) Reactant: C(OC([N:8]=[C:9]1[N:13]([CH2:14][C:15](O)=O)[N:12]=[C:11]([CH2:18][O:19][CH3:20])[S:10]1)=O)(C)(C)C.C(N(CC)CC)C.P(Cl)(Cl)([Cl:30])=O.O. Product: [Cl:30][C:15]1[N:8]=[C:9]2[N:13]([CH:14]=1)[N:12]=[C:11]([CH2:18][O:19][CH3:20])[S:10]2. The catalyst class is: 10. (2) Product: [O:27]1[CH2:28][CH2:29][C:8]2([C:9]3[C:14](=[CH:13][CH:12]=[CH:11][CH:10]=3)[NH:6][C:7]2=[O:15])[CH2:25][CH2:26]1. The catalyst class is: 1. Reactant: C([Li])CCC.[NH:6]1[C:14]2[C:9](=[CH:10][CH:11]=[CH:12][CH:13]=2)[CH2:8][C:7]1=[O:15].CN(C)CCN(C)C.I[CH2:25][CH2:26][O:27][CH2:28][CH2:29]I. (3) Reactant: [C:1]([C:5]1[CH:10]=[CH:9][C:8]([N:11]2[C:19]3[C:14](=[CH:15][CH:16]=[CH:17][CH:18]=3)[C:13]([CH:20]=[O:21])=[C:12]2Cl)=[CH:7][CH:6]=1)([CH3:4])([CH3:3])[CH3:2].[NH:23]1[CH2:28][CH2:27][NH:26][CH2:25][CH2:24]1.O. Product: [C:1]([C:5]1[CH:10]=[CH:9][C:8]([N:11]2[C:19]3[C:14](=[CH:15][CH:16]=[CH:17][CH:18]=3)[C:13]([CH:20]=[O:21])=[C:12]2[N:23]2[CH2:28][CH2:27][NH:26][CH2:25][CH2:24]2)=[CH:7][CH:6]=1)([CH3:4])([CH3:3])[CH3:2]. The catalyst class is: 12. (4) Reactant: [Cl:1][C:2]1[CH:3]=[N+:4]([O-])[CH:5]=[CH:6][C:7]=1[O:8][CH3:9].C[Si]([C:15]#[N:16])(C)C. Product: [Cl:1][C:2]1[C:3]([C:15]#[N:16])=[N:4][CH:5]=[CH:6][C:7]=1[O:8][CH3:9]. The catalyst class is: 23. (5) Reactant: N1C=CN=C1.Cl[Si:7]([CH:14]([CH3:16])[CH3:15])([CH:11]([CH3:13])[CH3:12])[CH:8]([CH3:10])[CH3:9].[F:17][C:18]1[CH:19]=[C:20]([CH:23]=[C:24]([O:27][CH3:28])[C:25]=1[OH:26])[CH:21]=[O:22].O. Product: [F:17][C:18]1[CH:19]=[C:20]([CH:23]=[C:24]([O:27][CH3:28])[C:25]=1[O:26][Si:7]([CH:14]([CH3:16])[CH3:15])([CH:11]([CH3:13])[CH3:12])[CH:8]([CH3:10])[CH3:9])[CH:21]=[O:22]. The catalyst class is: 39. (6) Reactant: [C:1]([O:5][C:6]([N:8]1[CH2:11][CH:10]([NH2:12])[CH2:9]1)=[O:7])([CH3:4])([CH3:3])[CH3:2].C(N(CC)CC)C.[Cl:20][CH2:21][CH2:22][CH2:23][C:24](Cl)=[O:25]. Product: [C:1]([O:5][C:6]([N:8]1[CH2:11][CH:10]([NH:12][C:24](=[O:25])[CH2:23][CH2:22][CH2:21][Cl:20])[CH2:9]1)=[O:7])([CH3:4])([CH3:2])[CH3:3]. The catalyst class is: 2. (7) The catalyst class is: 64. Product: [C:30]1([C:36]2[O:37][C:38]([C:43]([F:46])([F:45])[F:44])=[C:39]([CH2:41][O:18][C:17](=[O:19])[C:16]3[CH:20]=[CH:21][C:13]([CH2:12][CH:11]([S:10][CH2:9][CH2:8][C:5]4[CH:6]=[CH:7][C:2]([F:1])=[CH:3][CH:4]=4)[C:22]([O:24][CH2:25][C:26]([Cl:29])([Cl:27])[Cl:28])=[O:23])=[CH:14][CH:15]=3)[N:40]=2)[CH:31]=[CH:32][CH:33]=[CH:34][CH:35]=1. Reactant: [F:1][C:2]1[CH:7]=[CH:6][C:5]([CH2:8][CH2:9][S:10][CH:11]([C:22]([O:24][CH2:25][C:26]([Cl:29])([Cl:28])[Cl:27])=[O:23])[CH2:12][C:13]2[CH:21]=[CH:20][C:16]([C:17]([OH:19])=[O:18])=[CH:15][CH:14]=2)=[CH:4][CH:3]=1.[C:30]1([C:36]2[O:37][C:38]([C:43]([F:46])([F:45])[F:44])=[C:39]([CH2:41]O)[N:40]=2)[CH:35]=[CH:34][CH:33]=[CH:32][CH:31]=1.